From a dataset of Forward reaction prediction with 1.9M reactions from USPTO patents (1976-2016). Predict the product of the given reaction. (1) Given the reactants [C:1]([O:4][C:5]1[CH:26]=[CH:25][C:8]([C:9]2[C:18](=[O:19])[C:17]3[C:12](=[C:13]([CH3:24])[C:14]([O:20][C:21](=[O:23])[CH3:22])=[CH:15][CH:16]=3)[O:11][CH:10]=2)=[CH:7][C:6]=1[O:27][CH3:28])(=[O:3])[CH3:2], predict the reaction product. The product is: [C:1]([O:4][C:5]1[CH:26]=[CH:25][C:8]([CH:9]2[CH:18]([OH:19])[C:17]3[C:12](=[C:13]([CH3:24])[C:14]([O:20][C:21](=[O:23])[CH3:22])=[CH:15][CH:16]=3)[O:11][CH2:10]2)=[CH:7][C:6]=1[O:27][CH3:28])(=[O:3])[CH3:2]. (2) Given the reactants [CH2:1]([N:3]1[C:12]2[C:7](=[CH:8][C:9]([O:23][CH2:24][C:25]3[CH:30]=[CH:29][C:28]([O:31][CH3:32])=[CH:27][CH:26]=3)=[C:10]([O:13][CH2:14][C:15]3[CH:20]=[CH:19][C:18]([O:21][CH3:22])=[CH:17][CH:16]=3)[CH:11]=2)[C:6](=[O:33])[C:5]([C:34](O)=[O:35])=[N:4]1)[CH3:2].C(N(CC)CC)C.ClC(OCC)=O.[BH4-].[Na+], predict the reaction product. The product is: [CH2:1]([N:3]1[C:12]2[C:7](=[CH:8][C:9]([O:23][CH2:24][C:25]3[CH:26]=[CH:27][C:28]([O:31][CH3:32])=[CH:29][CH:30]=3)=[C:10]([O:13][CH2:14][C:15]3[CH:20]=[CH:19][C:18]([O:21][CH3:22])=[CH:17][CH:16]=3)[CH:11]=2)[C:6](=[O:33])[C:5]([CH2:34][OH:35])=[N:4]1)[CH3:2]. (3) Given the reactants [Cl:1][C:2]1[C:3]([NH:22][C:23]2[CH:32]=[CH:31][CH:30]=[CH:29][C:24]=2[C:25]([NH:27][CH3:28])=[O:26])=[N:4][C:5]([NH:8][C:9]2[CH:14]=[C:13]([N+:15]([O-])=O)[CH:12]=[CH:11][C:10]=2[C:18]([F:21])([F:20])[F:19])=[N:6][CH:7]=1.[Cl-].[NH4+], predict the reaction product. The product is: [NH2:15][C:13]1[CH:12]=[CH:11][C:10]([C:18]([F:20])([F:21])[F:19])=[C:9]([NH:8][C:5]2[N:4]=[C:3]([NH:22][C:23]3[CH:32]=[CH:31][CH:30]=[CH:29][C:24]=3[C:25]([NH:27][CH3:28])=[O:26])[C:2]([Cl:1])=[CH:7][N:6]=2)[CH:14]=1. (4) Given the reactants Br[C:2]1[CH:8]=[CH:7][C:5]([NH2:6])=[C:4]([N+:9]([O-:11])=[O:10])[CH:3]=1.B1([C:18]2[CH:23]=[CH:22][CH:21]=[N:20][CH:19]=2)OCCCO1.C(=O)(O)[O-].[Na+], predict the reaction product. The product is: [N:20]1[CH:21]=[CH:22][CH:23]=[C:18]([C:2]2[CH:8]=[CH:7][C:5]([NH2:6])=[C:4]([N+:9]([O-:11])=[O:10])[CH:3]=2)[CH:19]=1. (5) Given the reactants [CH3:1][N:2]1[C:11](=[O:12])[C:10]2[C:5](=[CH:6][CH:7]=[CH:8][CH:9]=2)[N:4]=[C:3]1[CH:13]([NH:15][CH:16]1[CH2:21][CH2:20][NH:19][CH2:18][CH2:17]1)[CH3:14].C(N(CC)CC)C.[CH3:29][O:30][C:31]1[CH:36]=[CH:35][C:34]([S:37](Cl)(=[O:39])=[O:38])=[CH:33][CH:32]=1.ClCCl, predict the reaction product. The product is: [CH3:29][O:30][C:31]1[CH:32]=[CH:33][C:34]([S:37]([N:19]2[CH2:20][CH2:21][CH:16]([NH:15][CH:13]([C:3]3[N:2]([CH3:1])[C:11](=[O:12])[C:10]4[C:5](=[CH:6][CH:7]=[CH:8][CH:9]=4)[N:4]=3)[CH3:14])[CH2:17][CH2:18]2)(=[O:39])=[O:38])=[CH:35][CH:36]=1. (6) Given the reactants [CH2:1]([C:3]1[CH:4]=[C:5]([NH:15][C:16]([NH:18][CH2:19][C@@H:20]2[CH2:25][CH2:24][CH2:23][N:22]([CH2:26][C:27]([C:29]3[CH:34]=[CH:33][C:32]([F:35])=[CH:31][CH:30]=3)=[O:28])[CH2:21]2)=[O:17])[CH:6]=[C:7]([C:9]2[N:13]([CH3:14])[N:12]=[N:11][N:10]=2)[CH:8]=1)[CH3:2].[BH4-].[Na+].O, predict the reaction product. The product is: [CH2:1]([C:3]1[CH:4]=[C:5]([NH:15][C:16]([NH:18][CH2:19][C@@H:20]2[CH2:25][CH2:24][CH2:23][N:22]([CH2:26][CH:27]([C:29]3[CH:30]=[CH:31][C:32]([F:35])=[CH:33][CH:34]=3)[OH:28])[CH2:21]2)=[O:17])[CH:6]=[C:7]([C:9]2[N:13]([CH3:14])[N:12]=[N:11][N:10]=2)[CH:8]=1)[CH3:2]. (7) The product is: [F:1][C:2]1[CH:3]=[CH:4][C:5]([C:8]2[C:12]([CH2:13][O:14][C:15]3[CH:16]=[C:17]([C:21]([NH2:28])=[O:23])[N:18]([CH3:20])[N:19]=3)=[C:11]([CH2:24][OH:25])[O:10][N:9]=2)=[CH:6][CH:7]=1. Given the reactants [F:1][C:2]1[CH:7]=[CH:6][C:5]([C:8]2[C:12]([CH2:13][O:14][C:15]3[CH:16]=[C:17]([C:21]([OH:23])=O)[N:18]([CH3:20])[N:19]=3)=[C:11]([CH2:24][OH:25])[O:10][N:9]=2)=[CH:4][CH:3]=1.C(N1C=CN=C1)([N:28]1C=CN=C1)=O.[OH-].[NH4+].[Cl-].[Na+], predict the reaction product.